Task: Predict the reaction yield, written as a fraction of the theoretical maximum amount of product (1.0 means a 100% yield; for example, 0.34 means a 34% yield).. Dataset: Reaction yield outcomes from USPTO patents with 853,638 reactions (1) The reactants are C(OC([NH:11][C@@H:12]1[C@@H:18]2[CH:19]=[CH:20][C@@H:14]([C@@H:15]3[C@H:17]2[CH2:16]3)[C@@H:13]1[C:21]([O:23][CH3:24])=[O:22])=O)C1C=CC=CC=1.[ClH:25]. The catalyst is C(OCC)(=O)C.[Pd].C(OCC)C.O1CCOCC1. The product is [ClH:25].[NH2:11][C@@H:12]1[C@@H:18]2[CH2:19][CH2:20][C@@H:14]([C@@H:15]3[C@H:17]2[CH2:16]3)[C@@H:13]1[C:21]([O:23][CH3:24])=[O:22]. The yield is 1.00. (2) The reactants are [C:1](=[O:20])([O:12][CH2:13][C:14]1[CH:19]=[CH:18][N:17]=[CH:16][CH:15]=1)OC1C=CC([N+]([O-])=O)=CC=1.C[C@:22]1([CH:29]=[CH:28][CH:27]=[CH:26][CH2:25]1)[CH2:23][NH2:24].[ClH:30].[CH3:31]COCC. The catalyst is CN(C1C=CN=CC=1)C.CN(C=O)C. The product is [ClH:30].[C:22]1([C@@H:23]([NH:24][C:1](=[O:20])[O:12][CH2:13][C:14]2[CH:15]=[CH:16][N:17]=[CH:18][CH:19]=2)[CH3:31])[CH:25]=[CH:26][CH:27]=[CH:28][CH:29]=1. The yield is 0.460.